Dataset: Forward reaction prediction with 1.9M reactions from USPTO patents (1976-2016). Task: Predict the product of the given reaction. Given the reactants [CH3:1][CH2:2][C:3]([C:5]1[CH:10]=[CH:9][C:8]([OH:11])=[CH:7][CH:6]=1)=[O:4].BrBr.Br.[CH2:15]([NH2:22])[C:16]1[CH:21]=[CH:20][CH:19]=[CH:18][CH:17]=1.[OH-].[Na+], predict the reaction product. The product is: [CH2:15]([NH:22][CH:2]([CH3:1])[C:3]([C:5]1[CH:6]=[CH:7][C:8]([OH:11])=[CH:9][CH:10]=1)=[O:4])[C:16]1[CH:21]=[CH:20][CH:19]=[CH:18][CH:17]=1.